From a dataset of Forward reaction prediction with 1.9M reactions from USPTO patents (1976-2016). Predict the product of the given reaction. (1) Given the reactants [F:1][C:2]1[CH:7]=[CH:6][CH:5]=[C:4]([N+:8]([O-])=O)[C:3]=1[S:11][C:12]#[N:13].C(O)C.Cl, predict the reaction product. The product is: [F:1][C:2]1[C:3]2[S:11][C:12]([NH2:13])=[N:8][C:4]=2[CH:5]=[CH:6][CH:7]=1. (2) Given the reactants [Cl:1][C:2]1[CH:25]=[CH:24][C:5]([CH2:6][N:7]2[C:15]3[C:10](=[CH:11][C:12](/[CH:16]=[C:17]4/[C:18](=[O:23])[NH:19][C:20](=[O:22])[S:21]/4)=[CH:13][CH:14]=3)[CH:9]=[N:8]2)=[C:4]([C:26]([F:29])([F:28])[F:27])[CH:3]=1.Br[CH2:31][CH2:32]Cl.Cl.[OH:35][CH:36]1[CH2:39][NH:38][CH2:37]1, predict the reaction product. The product is: [Cl:1][C:2]1[CH:25]=[CH:24][C:5]([CH2:6][N:7]2[C:15]3[C:10](=[CH:11][C:12](/[CH:16]=[C:17]4/[C:18](=[O:23])[N:19]([CH2:31][CH2:32][N:38]5[CH2:39][CH:36]([OH:35])[CH2:37]5)[C:20](=[O:22])[S:21]/4)=[CH:13][CH:14]=3)[CH:9]=[N:8]2)=[C:4]([C:26]([F:27])([F:29])[F:28])[CH:3]=1. (3) Given the reactants [CH2:1]([C:3]1[C:4]([CH3:9])=[N:5][CH:6]=[CH:7][CH:8]=1)[CH3:2].ClC1C=CC=C(C(OO)=[O:18])C=1.C(=O)([O-])O.[Na+], predict the reaction product. The product is: [CH2:1]([C:3]1[C:4]([CH3:9])=[N+:5]([O-:18])[CH:6]=[CH:7][CH:8]=1)[CH3:2]. (4) Given the reactants C[S:2][C:3](=S)[O:4][CH:5]([CH3:7])[CH3:6].[C:9]([C:12]1[O:13][CH:14]=[CH:15][CH:16]=1)(=[O:11])[CH3:10].CC(C)([O-])C.[K+].Cl, predict the reaction product. The product is: [O:13]1[CH:14]=[CH:15][CH:16]=[C:12]1[C:9](=[O:11])[CH2:10][C:3](=[S:2])[O:4][CH:5]([CH3:7])[CH3:6].